Dataset: Forward reaction prediction with 1.9M reactions from USPTO patents (1976-2016). Task: Predict the product of the given reaction. (1) Given the reactants [CH:1]([C:3]1[CH:8]=[CH:7][C:6]([CH2:9][C:10]([OH:12])=[O:11])=[CH:5][CH:4]=1)=O.N1CCCCC1.[CH2:19]([O:21][C:22](=[O:38])[CH2:23][C:24]([C@@H:26]1[CH2:30][CH2:29][CH2:28][N:27]1[C:31]([O:33][C:34]([CH3:37])([CH3:36])[CH3:35])=[O:32])=[O:25])[CH3:20], predict the reaction product. The product is: [C:34]([O:33][C:31]([N:27]1[CH2:28][CH2:29][CH2:30][C@H:26]1[C:24](=[O:25])/[C:23](/[C:22]([O:21][CH2:19][CH3:20])=[O:38])=[CH:1]/[C:3]1[CH:8]=[CH:7][C:6]([CH2:9][C:10]([OH:12])=[O:11])=[CH:5][CH:4]=1)=[O:32])([CH3:36])([CH3:37])[CH3:35]. (2) Given the reactants [Br:1][C:2]1[CH:7]=[CH:6][C:5]([NH:8][C:9]([C:11]2[CH:20]=[CH:19][C:18]3[C:13](=[CH:14][CH:15]=[C:16]([CH2:21]O)[CH:17]=3)[CH:12]=2)=[O:10])=[CH:4][CH:3]=1.[CH2:23]([N:25](CC)[CH2:26]C)C.CS(Cl)(=O)=O.Cl.CNC.C(=O)([O-])[O-].[K+].[K+], predict the reaction product. The product is: [Br:1][C:2]1[CH:7]=[CH:6][C:5]([NH:8][C:9]([C:11]2[CH:20]=[CH:19][C:18]3[C:13](=[CH:14][CH:15]=[C:16]([CH2:21][N:25]([CH3:26])[CH3:23])[CH:17]=3)[CH:12]=2)=[O:10])=[CH:4][CH:3]=1. (3) Given the reactants COC[O:4][C:5]1[CH:12]=[C:11]([O:13]COC)[CH:10]=[C:9]([CH2:17][O:18][CH3:19])[C:6]=1[CH:7]=[O:8].Cl, predict the reaction product. The product is: [OH:4][C:5]1[CH:12]=[C:11]([OH:13])[CH:10]=[C:9]([CH2:17][O:18][CH3:19])[C:6]=1[CH:7]=[O:8]. (4) The product is: [C:1]([N:9]1[CH2:14][CH2:13][N:12]([C:15](=[O:30])[C@H:16]([CH3:17])[O:18][C:19]2[CH:28]=[CH:27][CH:26]=[C:25]3[C:20]=2[CH:21]=[CH:22][C:23](=[O:34])[NH:24]3)[C@H:11]([CH3:31])[CH2:10]1)(=[O:8])[C:2]1[CH:7]=[CH:6][CH:5]=[CH:4][CH:3]=1. Given the reactants [C:1]([N:9]1[CH2:14][CH2:13][N:12]([C:15](=[O:30])[C@@H:16]([O:18][C:19]2[CH:28]=[CH:27][CH:26]=[C:25]3[C:20]=2[CH:21]=[CH:22][C:23](Cl)=[N:24]3)[CH3:17])[C@H:11]([CH3:31])[CH2:10]1)(=[O:8])[C:2]1[CH:7]=[CH:6][CH:5]=[CH:4][CH:3]=1.C(O)(=[O:34])C, predict the reaction product. (5) Given the reactants [C:1]([O:8][CH3:9])(=[O:7])[CH2:2][C:3]([O:5][CH3:6])=[O:4].[H-].[Na+].[Br:12][C:13]1[C:14]([Cl:35])=[CH:15][C:16](F)=[C:17]([S:19]([N:22]2[C:31]3[C:26](=[CH:27][CH:28]=[CH:29][CH:30]=3)[C:25]([CH3:33])([CH3:32])[CH2:24][CH2:23]2)(=[O:21])=[O:20])[CH:18]=1, predict the reaction product. The product is: [CH3:6][O:5][C:3](=[O:4])[CH:2]([C:16]1[CH:15]=[C:14]([Cl:35])[C:13]([Br:12])=[CH:18][C:17]=1[S:19]([N:22]1[C:31]2[C:26](=[CH:27][CH:28]=[CH:29][CH:30]=2)[C:25]([CH3:33])([CH3:32])[CH2:24][CH2:23]1)(=[O:21])=[O:20])[C:1]([O:8][CH3:9])=[O:7]. (6) Given the reactants [Cl:1][C:2]1[C:3]([CH3:32])=[C:4]([NH:10][C@H:11]([C@@H:29]([OH:31])[CH3:30])[C:12]([NH:14][NH:15][C:16](=O)[C:17]2[CH:22]=[CH:21][C:20]([N:23]3[CH:27]=[CH:26][CH:25]=[N:24]3)=[CH:19][CH:18]=2)=[O:13])[CH:5]=[CH:6][C:7]=1[C:8]#[N:9].C(NP1(N(CC)CC)N(C)CCCN1C)(C)(C)C, predict the reaction product. The product is: [N:23]1([C:20]2[CH:19]=[CH:18][C:17]([C:16]3[O:13][C:12]([C@H:11]([NH:10][C:4]4[CH:5]=[CH:6][C:7]([C:8]#[N:9])=[C:2]([Cl:1])[C:3]=4[CH3:32])[C@@H:29]([OH:31])[CH3:30])=[N:14][N:15]=3)=[CH:22][CH:21]=2)[CH:27]=[CH:26][CH:25]=[N:24]1.